From a dataset of Full USPTO retrosynthesis dataset with 1.9M reactions from patents (1976-2016). Predict the reactants needed to synthesize the given product. (1) Given the product [Cl:5][C:6]1[CH:7]=[CH:8][C:9]([OH:23])=[C:10]([NH:12][C:13]2[S:14][CH:15]=[C:16]([C:18]([OH:20])=[O:19])[N:17]=2)[CH:11]=1, predict the reactants needed to synthesize it. The reactants are: B(Br)(Br)Br.[Cl:5][C:6]1[CH:7]=[CH:8][C:9]([O:23]C)=[C:10]([NH:12][C:13]2[S:14][CH:15]=[C:16]([C:18]([O:20]CC)=[O:19])[N:17]=2)[CH:11]=1.C(OCC)(=O)C.O. (2) Given the product [CH3:17][C:3]1[CH:4]=[C:5]([O:9][CH2:10][CH2:11][CH2:12][S:13]([CH3:16])(=[O:15])=[O:14])[CH:6]=[C:7]([CH3:8])[C:2]=1[C:24]1[CH:23]=[CH:22][CH:21]=[C:20]([CH:18]=[O:19])[CH:25]=1, predict the reactants needed to synthesize it. The reactants are: Br[C:2]1[C:7]([CH3:8])=[CH:6][C:5]([O:9][CH2:10][CH2:11][CH2:12][S:13]([CH3:16])(=[O:15])=[O:14])=[CH:4][C:3]=1[CH3:17].[CH:18]([C:20]1[CH:21]=[C:22](B(O)O)[CH:23]=[CH:24][CH:25]=1)=[O:19].P([O-])([O-])([O-])=O.[K+].[K+].[K+].CS(C)=O. (3) Given the product [NH2:49][C@H:50]([C:58]1[NH:26][CH:27]=[C:28]([C:9]2[CH:10]=[CH:11][C:3]([C:1]([NH2:2])=[O:64])=[CH:4][CH:5]=2)[N:33]=1)[CH2:51][C:52]1[CH:53]=[CH:54][CH:55]=[CH:56][CH:57]=1, predict the reactants needed to synthesize it. The reactants are: [C:1]([C:3]1[C:4](NCC)=[C:5]([CH:9]=[CH:10][CH:11]=1)C(O)=O)#[N:2].CN([P+](O[N:26]1N=[N:33][C:28]2C=CC=C[C:27]1=2)(N(C)C)N(C)C)C.F[P-](F)(F)(F)(F)F.C([NH:49][C@H:50]([C:58](O)=O)[CH2:51][C:52]1[CH:57]=[CH:56][CH:55]=[CH:54][CH:53]=1)(OC(C)(C)C)=O.BrCC(C1C=CC(C#N)=CC=1)=[O:64]. (4) The reactants are: FC(F)(F)C(O)=O.C(OC(=O)[NH:14][C@@H:15]([CH2:31][N:32]1[CH2:37][C:36](=[O:38])[N:35]([C:39]2[C:44]([F:45])=[CH:43][CH:42]=[CH:41][C:40]=2[F:46])[CH2:34][C:33]1([CH3:48])[CH3:47])[C@@H:16]([OH:30])[CH2:17][C@H:18]([C:20](=[O:29])[NH:21][CH2:22][C:23]([C:26](=O)N)([CH3:25])[CH3:24])[CH3:19])(C)(C)C.[C:50]([OH:57])(=[O:56])/[CH:51]=[CH:52]/[C:53]([OH:55])=[O:54].[CH3:58][C:59]([CH3:90])([CH3:89])[CH2:60][NH:61][C:62](=[O:88])[C@H:63]([CH3:87])[CH2:64][C@H:65]([OH:86])[C@@H:66]([NH2:85])[CH2:67][N:68]1[CH2:73][C:72](=[O:74])[N:71]([C:75]2[C:80]([F:81])=[CH:79][CH:78]=[CH:77][C:76]=2[F:82])[CH2:70][C:69]1([CH3:84])[CH3:83]. Given the product [C:50]([OH:57])(=[O:56])/[CH:51]=[CH:52]/[C:53]([OH:55])=[O:54].[CH3:25][C:23]([CH3:24])([CH3:26])[CH2:22][NH:21][C:20](=[O:29])[C@H:18]([CH3:19])[CH2:17][C@H:16]([OH:30])[C@@H:15]([NH2:14])[CH2:31][N:32]1[CH2:37][C:36](=[O:38])[N:35]([C:39]2[C:44]([F:45])=[CH:43][CH:42]=[CH:41][C:40]=2[F:46])[CH2:34][C:33]1([CH3:47])[CH3:48].[NH2:85][C@@H:66]([CH2:67][N:68]1[CH2:73][C:72](=[O:74])[N:71]([C:75]2[C:76]([F:82])=[CH:77][CH:78]=[CH:79][C:80]=2[F:81])[CH2:70][C:69]1([CH3:83])[CH3:84])[C@@H:65]([OH:86])[CH2:64][C@@H:63]([CH3:87])[C:62]([NH:61][CH2:60][C:59]([CH3:89])([CH3:58])[CH3:90])=[O:88], predict the reactants needed to synthesize it. (5) Given the product [CH3:28][N:4]1[C:3]([CH2:2][N:29]2[CH2:33][CH2:32][CH:31]([CH2:34][OH:35])[CH2:30]2)=[N:11][C:10]2[C:5]1=[N:6][C:7]([N:18]1[C:22]3[CH:23]=[CH:24][CH:25]=[CH:26][C:21]=3[N:20]=[C:19]1[CH3:27])=[N:8][C:9]=2[N:12]1[CH2:17][CH2:16][O:15][CH2:14][CH2:13]1, predict the reactants needed to synthesize it. The reactants are: Br[CH2:2][C:3]1[N:4]([CH3:28])[C:5]2[C:10]([N:11]=1)=[C:9]([N:12]1[CH2:17][CH2:16][O:15][CH2:14][CH2:13]1)[N:8]=[C:7]([N:18]1[C:22]3[CH:23]=[CH:24][CH:25]=[CH:26][C:21]=3[N:20]=[C:19]1[CH3:27])[N:6]=2.[NH:29]1[CH2:33][CH2:32][CH:31]([CH2:34][OH:35])[CH2:30]1. (6) The reactants are: Br[C:2]1[CH:3]=[C:4]([C:8]2[N:13]=[C:12]([C:14]3[CH:19]=[CH:18][C:17]([Cl:20])=[CH:16][CH:15]=3)[CH:11]=[C:10]([CH3:21])[N:9]=2)[CH:5]=[CH:6][CH:7]=1.[NH2:22][C:23]1[N:28]=[CH:27][C:26](B2OC(C)(C)C(C)(C)O2)=[CH:25][N:24]=1. Given the product [Cl:20][C:17]1[CH:18]=[CH:19][C:14]([C:12]2[CH:11]=[C:10]([CH3:21])[N:9]=[C:8]([C:4]3[CH:3]=[C:2]([C:26]4[CH:25]=[N:24][C:23]([NH2:22])=[N:28][CH:27]=4)[CH:7]=[CH:6][CH:5]=3)[N:13]=2)=[CH:15][CH:16]=1, predict the reactants needed to synthesize it. (7) The reactants are: [CH2:1]=O.[NH2:3][CH2:4][C@@:5]([C:17]1[CH:22]=[CH:21][C:20]([F:23])=[CH:19][CH:18]=1)([OH:16])[CH2:6][CH2:7][O:8][Si:9]([C:12]([CH3:15])([CH3:14])[CH3:13])([CH3:11])[CH3:10].O. Given the product [Si:9]([O:8][CH2:7][CH2:6][C@:5]1([C:17]2[CH:18]=[CH:19][C:20]([F:23])=[CH:21][CH:22]=2)[O:16][CH2:1][NH:3][CH2:4]1)([C:12]([CH3:15])([CH3:14])[CH3:13])([CH3:10])[CH3:11], predict the reactants needed to synthesize it. (8) Given the product [Cl:1][C:2]1[CH:31]=[C:30]([OH:32])[CH:29]=[CH:28][C:3]=1[O:4][C:5]1[S:6][C:7]([C:10]2[CH:14]=[C:13]([CH:15]([N:17]3[C:25](=[O:26])[C:24]4[C:19](=[CH:20][CH:21]=[CH:22][CH:23]=4)[C:18]3=[O:27])[CH3:16])[O:12][N:11]=2)=[CH:8][N:9]=1, predict the reactants needed to synthesize it. The reactants are: [Cl:1][C:2]1[CH:31]=[C:30]([O:32]C)[CH:29]=[CH:28][C:3]=1[O:4][C:5]1[S:6][C:7]([C:10]2[CH:14]=[C:13]([CH:15]([N:17]3[C:25](=[O:26])[C:24]4[C:19](=[CH:20][CH:21]=[CH:22][CH:23]=4)[C:18]3=[O:27])[CH3:16])[O:12][N:11]=2)=[CH:8][N:9]=1.B(Br)(Br)Br.CO. (9) Given the product [F:3][C:4]1[CH:5]=[CH:6][C:7]([CH:10]2[CH2:23][O:22][C@@H:20]([OH:21])[CH:14]3[CH2:15][CH2:16][CH2:17][C:18](=[O:19])[N:13]23)=[CH:8][CH:9]=1, predict the reactants needed to synthesize it. The reactants are: [BH4-].[Na+].[F:3][C:4]1[CH:9]=[CH:8][C:7]([C@@H:10]([N:13]2[C:18](=[O:19])[CH2:17][CH2:16][CH2:15][C@@H:14]2[C:20]([O:22][CH2:23]C)=[O:21])CO)=[CH:6][CH:5]=1.O.C(OCC)(=O)C.